This data is from HIV replication inhibition screening data with 41,000+ compounds from the AIDS Antiviral Screen. The task is: Binary Classification. Given a drug SMILES string, predict its activity (active/inactive) in a high-throughput screening assay against a specified biological target. (1) The drug is CC=CC1(C)C(=NO)C(C)(CCC)C(=O)N1O. The result is 0 (inactive). (2) The molecule is Oc1c(N2CCCCC2)cc(-c2cc(N3CCCCC3)c(O)c3ccccc23)c2ccccc12. The result is 0 (inactive). (3) The molecule is CCOP(=O)(OCC)C12CC(C)C=CC1COC2=O. The result is 0 (inactive).